This data is from Catalyst prediction with 721,799 reactions and 888 catalyst types from USPTO. The task is: Predict which catalyst facilitates the given reaction. (1) Reactant: [CH:1](S(C1C=CC=CC=1)(=O)=O)=[CH2:2].[NH2:12][CH:13]1[CH2:17][CH2:16][N:15]([CH3:18])[C:14]1=[O:19].[Br:20][C:21]1[C:26]([CH2:27][CH3:28])=[CH:25][N:24]=[C:23]([CH:29]=O)[CH:22]=1.[O-]S(C(F)(F)F)(=O)=O.[Ca+2].[O-]S(C(F)(F)F)(=O)=O.C(N(CC)CC)C.CC(C)([O-])C.[K+]. Product: [Br:20][C:21]1[C:26]([CH2:27][CH3:28])=[CH:25][N:24]=[C:23]([C:29]2[CH2:2][CH2:1][C:13]3([CH2:17][CH2:16][N:15]([CH3:18])[C:14]3=[O:19])[N:12]=2)[CH:22]=1. The catalyst class is: 5. (2) Reactant: [H-].[Na+].[C:3]1([SH:9])[CH:8]=[CH:7][CH:6]=[CH:5][CH:4]=1.[NH2:10][C:11]1[N:12]=[C:13]([C:28]2[CH:33]=[CH:32][CH:31]=[CH:30][CH:29]=2)[C:14]([C:18]2[CH:19]=[CH:20][C:21](=[O:27])[N:22]([CH:24]([CH3:26])[CH3:25])[CH:23]=2)=[N:15][C:16]=1Br.CCOC(C)=O. Product: [NH2:10][C:11]1[N:12]=[C:13]([C:28]2[CH:29]=[CH:30][CH:31]=[CH:32][CH:33]=2)[C:14]([C:18]2[CH:19]=[CH:20][C:21](=[O:27])[N:22]([CH:24]([CH3:26])[CH3:25])[CH:23]=2)=[N:15][C:16]=1[S:9][C:3]1[CH:8]=[CH:7][CH:6]=[CH:5][CH:4]=1. The catalyst class is: 179. (3) Reactant: [OH:1][CH2:2][CH:3]1[O:8][CH2:7][CH2:6][N:5](C(OC(C)(C)C)=O)[CH2:4]1.[C:16]([C:20](O)=[O:21])([F:19])([F:18])[F:17]. Product: [F:17][C:16]([F:19])([F:18])[C:20]([O:1][CH2:2][CH:3]1[O:8][CH2:7][CH2:6][NH:5][CH2:4]1)=[O:21]. The catalyst class is: 2. (4) Reactant: Cl.[NH2:2][CH2:3][CH:4]([OH:7])[CH2:5][NH2:6].[N:8]1[CH:13]=[CH:12][CH:11]=[CH:10][C:9]=1[CH:14]=O.[B-][C:17]#[N:18].[Na+]. Product: [N:8]1[CH:13]=[CH:12][CH:11]=[CH:10][C:9]=1[CH2:14][N:2]([CH2:12][C:11]1[CH:10]=[CH:9][CH:14]=[CH:17][N:18]=1)[CH2:3][CH:4]([OH:7])[CH2:5][NH:6][CH2:14][C:9]1[CH:10]=[CH:11][CH:12]=[CH:13][N:8]=1. The catalyst class is: 5. (5) Reactant: [C:1]1([C:7]2[N:11]([CH2:12][CH2:13][CH2:14][CH2:15][NH2:16])[CH:10]=[N:9][CH:8]=2)[CH:6]=[CH:5][CH:4]=[CH:3][CH:2]=1.[C:17](Cl)(=[O:19])[CH3:18].C([O-])(O)=O.[Na+]. Product: [C:1]1([C:7]2[N:11]([CH2:12][CH2:13][CH2:14][CH2:15][NH:16][C:17](=[O:19])[CH3:18])[CH:10]=[N:9][CH:8]=2)[CH:2]=[CH:3][CH:4]=[CH:5][CH:6]=1. The catalyst class is: 1. (6) The catalyst class is: 810. Product: [NH2:2][CH2:1][C:3]([CH3:11])([CH2:9][OH:10])[C:4]([O:6][CH2:7][CH3:8])=[O:5]. Reactant: [C:1]([C:3]([CH3:11])([CH2:9][OH:10])[C:4]([O:6][CH2:7][CH3:8])=[O:5])#[N:2].Cl. (7) Reactant: [CH:1]1([C:4]2[N:9]=[CH:8][C:7]([NH:10][C:11]3[CH:23]=[CH:22][C:21]([CH3:24])=[CH:20][C:12]=3[C:13]([O:15]C(C)(C)C)=[O:14])=[CH:6][C:5]=2[CH3:25])[CH2:3][CH2:2]1. Product: [CH:1]1([C:4]2[N:9]=[CH:8][C:7]([NH:10][C:11]3[CH:23]=[CH:22][C:21]([CH3:24])=[CH:20][C:12]=3[C:13]([OH:15])=[O:14])=[CH:6][C:5]=2[CH3:25])[CH2:2][CH2:3]1. The catalyst class is: 67.